From a dataset of HIV replication inhibition screening data with 41,000+ compounds from the AIDS Antiviral Screen. Binary Classification. Given a drug SMILES string, predict its activity (active/inactive) in a high-throughput screening assay against a specified biological target. (1) The drug is C=C1CCCCCCCCCCC12SCCC2CCCCSC. The result is 0 (inactive). (2) The drug is Cc1ccc(S(=O)(=O)C(C#N)=Cn2c(=S)[nH]c3ccc([N+](=O)[O-])cc32)cc1. The result is 0 (inactive). (3) The molecule is CC(C)(CN1CCCCC1)C(=O)C=Cc1ccc(Br)cc1.Cl. The result is 0 (inactive). (4) The drug is CCOC(=O)c1cc2c([nH]1)C(=O)CSC1=C2CCN1Cc1ccccc1. The result is 0 (inactive).